Task: Predict the product of the given reaction.. Dataset: Forward reaction prediction with 1.9M reactions from USPTO patents (1976-2016) Given the reactants [N:1]1[CH:2]=[C:3]([C:10](OCC)=[O:11])[N:4]2[C:9]=1[CH:8]=[CH:7][CH:6]=[N:5]2.[H-].[Al+3].[Li+].[H-].[H-].[H-], predict the reaction product. The product is: [N:1]1[CH:2]=[C:3]([CH2:10][OH:11])[N:4]2[C:9]=1[CH:8]=[CH:7][CH:6]=[N:5]2.